Dataset: Full USPTO retrosynthesis dataset with 1.9M reactions from patents (1976-2016). Task: Predict the reactants needed to synthesize the given product. (1) Given the product [OH:14][C@@H:15]([C@H:17]1[C:37](=[O:38])[N:19]2[C:20]([C:34]([O:36][CH:10]([O:9][C:7]([O:6][C:2]([CH3:13])([CH3:1])[CH2:3][CH2:4][CH3:5])=[O:8])[CH3:11])=[O:35])=[C:21]([C:24]3[S:28][C:27]4=[C:29]([S:32][CH3:33])[N:30]=[CH:31][N:26]4[CH:25]=3)[C@H:22]([CH3:23])[C@H:18]12)[CH3:16], predict the reactants needed to synthesize it. The reactants are: [CH3:1][C:2]([CH3:13])([O:6][C:7]([O:9][CH:10](Cl)[CH3:11])=[O:8])[CH2:3][CH2:4][CH3:5].[OH:14][C@@H:15]([C@H:17]1[C:37](=[O:38])[N:19]2[C:20]([C:34]([O-:36])=[O:35])=[C:21]([C:24]3[S:28][C:27]4=[C:29]([S:32][CH3:33])[N:30]=[CH:31][N:26]4[CH:25]=3)[C@H:22]([CH3:23])[C@H:18]12)[CH3:16].[Na+].O. (2) Given the product [OH:7][CH2:6][C@H:2]([NH:1][C:9]1[S:8][CH2:14][C:12](=[O:13])[N:11]=1)[CH:3]([CH3:5])[CH3:4], predict the reactants needed to synthesize it. The reactants are: [NH2:1][C@@H:2]([CH2:6][OH:7])[CH:3]([CH3:5])[CH3:4].[S:8]1[CH2:14][C:12](=[O:13])[NH:11][C:9]1=S.CCN(C(C)C)C(C)C. (3) Given the product [C:28]1([C:19]2[CH:20]=[CH:21][CH:22]=[CH:23][CH:24]=2)[CH:29]=[CH:30][C:31]([C:6]([N:8]2[CH2:12][C:11](=[N:13][O:14][CH3:15])[CH2:10][C@H:9]2[C:16]([NH:34][C@@H:35]([CH2:47][OH:48])[C@@H:36]([OH:37])[C:38]2[CH:39]=[CH:40][C:41]([N+:44]([O-:46])=[O:45])=[CH:42][CH:43]=2)=[O:18])=[O:7])=[CH:32][CH:33]=1, predict the reactants needed to synthesize it. The reactants are: C(O[C:6]([N:8]1[CH2:12][C:11](=[N:13][O:14][CH3:15])[CH2:10][C@H:9]1[C:16]([OH:18])=O)=[O:7])(C)(C)C.[C:19]1([C:28]2[CH:33]=[CH:32][CH:31]=[CH:30][CH:29]=2)[CH:24]=[CH:23][C:22](C(Cl)=O)=[CH:21][CH:20]=1.[NH2:34][C@@H:35]([CH2:47][OH:48])[C@H:36]([C:38]1[CH:43]=[CH:42][C:41]([N+:44]([O-:46])=[O:45])=[CH:40][CH:39]=1)[OH:37].